Dataset: CYP2C19 inhibition data for predicting drug metabolism from PubChem BioAssay. Task: Regression/Classification. Given a drug SMILES string, predict its absorption, distribution, metabolism, or excretion properties. Task type varies by dataset: regression for continuous measurements (e.g., permeability, clearance, half-life) or binary classification for categorical outcomes (e.g., BBB penetration, CYP inhibition). Dataset: cyp2c19_veith. The molecule is CO[C@@H]1COC(=O)[C@H]2CCCN2C(=O)[C@@H](C)COC(=O)C/C=C\[C@H]1C. The result is 0 (non-inhibitor).